This data is from Full USPTO retrosynthesis dataset with 1.9M reactions from patents (1976-2016). The task is: Predict the reactants needed to synthesize the given product. (1) Given the product [CH3:1][N:2]([C:9](=[O:13])[C:10]([Cl:12])=[O:11])[C:3]1[CH:8]=[CH:7][CH:6]=[CH:5][CH:4]=1, predict the reactants needed to synthesize it. The reactants are: [CH3:1][NH:2][C:3]1[CH:8]=[CH:7][CH:6]=[CH:5][CH:4]=1.[C:9](Cl)(=[O:13])[C:10]([Cl:12])=[O:11]. (2) Given the product [C:4]([O:6][CH2:7][CH3:8])(=[O:5])/[CH:3]=[CH:2]/[C:1]([O:10][CH2:11][CH3:12])=[O:9].[C:13]([O:23][CH2:24][CH3:25])(=[O:22])[CH:14]=[CH:15][C:16]1[CH:17]=[CH:18][CH:19]=[CH:20][CH:21]=1, predict the reactants needed to synthesize it. The reactants are: [C:1]([O:10][CH2:11][CH3:12])(=[O:9])/[CH:2]=[CH:3]/[C:4]([O:6][CH2:7][CH3:8])=[O:5].[C:13]([O:23][CH2:24][CH3:25])(=[O:22])[CH:14]=[CH:15][C:16]1[CH:21]=[CH:20][CH:19]=[CH:18][CH:17]=1.C(C1C=CC=CC=1C=C)=C.C(OOOC(C)(C)C)(=O)C(C)(C)C. (3) Given the product [CH3:25][O:26][CH2:27][CH2:28][C@@H:29]1[NH:30][CH2:31][CH2:32][N:16]([C:14]2[C:13]3[C:12]4[CH:17]=[CH:18][CH:19]=[CH:20][C:11]=4[S:10][C:9]=3[NH:8][C:7]3[CH:21]=[CH:22][C:4]([C:3]([F:2])([F:23])[F:24])=[CH:5][C:6]=3[N:15]=2)[CH2:34]1, predict the reactants needed to synthesize it. The reactants are: Cl.[F:2][C:3]([F:24])([F:23])[C:4]1[CH:22]=[CH:21][C:7]2[NH:8][C:9]3[S:10][C:11]4[CH:20]=[CH:19][CH:18]=[CH:17][C:12]=4[C:13]=3[C:14]([NH2:16])=[N:15][C:6]=2[CH:5]=1.[CH3:25][O:26][CH2:27][CH2:28][C@H:29]1[CH2:34]N[CH2:32][CH2:31][NH:30]1.C(N(C(C)C)CC)(C)C. (4) Given the product [CH3:17][C:16]1[CH:15]=[C:14]([CH3:18])[NH:13][C:12](=[O:19])[C:11]=1[CH2:10][NH:9][C:7]([C:4]1[C:3]([CH3:20])=[C:2]([C:29]2[CH:38]=[CH:37][CH:36]=[C:35]3[C:30]=2[CH2:31][CH2:32][N:33]([C:39]([O:41][C:42]([CH3:45])([CH3:44])[CH3:43])=[O:40])[CH2:34]3)[S:6][CH:5]=1)=[O:8], predict the reactants needed to synthesize it. The reactants are: Br[C:2]1[S:6][CH:5]=[C:4]([C:7]([NH:9][CH2:10][C:11]2[C:12](=[O:19])[NH:13][C:14]([CH3:18])=[CH:15][C:16]=2[CH3:17])=[O:8])[C:3]=1[CH3:20].CC1(C)C(C)(C)OB([C:29]2[CH:38]=[CH:37][CH:36]=[C:35]3[C:30]=2[CH2:31][CH2:32][N:33]([C:39]([O:41][C:42]([CH3:45])([CH3:44])[CH3:43])=[O:40])[CH2:34]3)O1.CN(C=O)C.C([O-])([O-])=O.[Na+].[Na+]. (5) Given the product [Cl:12][C:13]1[CH:18]=[C:17]([S:19]([CH3:22])(=[O:20])=[O:21])[CH:16]=[C:15]([Cl:23])[C:14]=1[N:24]1[CH:32]=[C:27]2[CH:28]=[N+:29]([O-:9])[CH:30]=[CH:31][C:26]2=[N:25]1, predict the reactants needed to synthesize it. The reactants are: C1C=C(Cl)C=C(C(OO)=[O:9])C=1.[Cl:12][C:13]1[CH:18]=[C:17]([S:19]([CH3:22])(=[O:21])=[O:20])[CH:16]=[C:15]([Cl:23])[C:14]=1[N:24]1[CH:32]=[C:27]2[CH:28]=[N:29][CH:30]=[CH:31][C:26]2=[N:25]1.S([O-])([O-])(=O)=S.[Na+].[Na+]. (6) Given the product [CH2:1]([C:3]1[CH:7]=[C:6]([CH2:8][CH3:9])[N:5]([CH2:26][C:27]([O:29][CH2:30][CH3:31])=[O:28])[N:4]=1)[CH3:2], predict the reactants needed to synthesize it. The reactants are: [CH2:1]([C:3]1[CH2:7][C:6]([CH2:8][CH3:9])=[N:5][N:4]=1)[CH3:2].C(C1C=C(CC)NN=1)C.C(=O)([O-])[O-].[K+].[K+].Br[CH2:26][C:27]([O:29][CH2:30][CH3:31])=[O:28]. (7) Given the product [OH:20][C@H:19]([C:21]1[CH:22]=[CH:23][C:24]([OH:32])=[C:25]([NH:27][S:28]([CH3:31])(=[O:30])=[O:29])[CH:26]=1)[CH2:18][NH:17][CH:2]1[CH2:7][CH2:6][N:5]([C:8]2[CH:16]=[CH:15][C:11]([C:12]([NH2:14])=[O:13])=[CH:10][CH:9]=2)[CH2:4][CH2:3]1, predict the reactants needed to synthesize it. The reactants are: O=[C:2]1[CH2:7][CH2:6][N:5]([C:8]2[CH:16]=[CH:15][C:11]([C:12]([NH2:14])=[O:13])=[CH:10][CH:9]=2)[CH2:4][CH2:3]1.[NH2:17][CH2:18][C@@H:19]([C:21]1[CH:22]=[CH:23][C:24]([OH:32])=[C:25]([NH:27][S:28]([CH3:31])(=[O:30])=[O:29])[CH:26]=1)[OH:20]. (8) Given the product [F:8][C:9]1[CH:10]=[C:11]([CH:16]=[CH:17][C:18]=1[CH2:19][N:20]1[CH2:24][CH2:23][N:22]([CH:25]2[CH2:30][CH2:29][N:28]([C:33]3[C:38]([F:39])=[CH:37][C:36]([C:40]([F:43])([F:41])[F:42])=[CH:35][N:34]=3)[CH2:27][CH2:26]2)[C:21]1=[O:31])[C:12]([O:14][CH3:15])=[O:13], predict the reactants needed to synthesize it. The reactants are: FC(F)(F)C(O)=O.[F:8][C:9]1[CH:10]=[C:11]([CH:16]=[CH:17][C:18]=1[CH2:19][N:20]1[CH2:24][CH2:23][N:22]([CH:25]2[CH2:30][CH2:29][NH:28][CH2:27][CH2:26]2)[C:21]1=[O:31])[C:12]([O:14][CH3:15])=[O:13].F[C:33]1[C:38]([F:39])=[CH:37][C:36]([C:40]([F:43])([F:42])[F:41])=[CH:35][N:34]=1. (9) Given the product [C:1]([O:5][C:6](=[O:26])[CH2:7][CH2:8][CH2:9][CH2:10][CH2:11][CH2:12][CH2:13][CH2:14][CH2:15][CH2:16][CH2:17][CH2:18][CH2:19][CH2:20][CH2:21][CH2:22][NH2:36])([CH3:4])([CH3:3])[CH3:2], predict the reactants needed to synthesize it. The reactants are: [C:1]([O:5][C:6](=[O:26])[CH2:7][CH2:8][CH2:9][CH2:10][CH2:11][CH2:12][CH2:13][CH2:14][CH2:15][CH2:16][CH2:17][CH2:18][CH2:19][CH2:20][CH2:21][CH2:22]C(O)=O)([CH3:4])([CH3:3])[CH3:2].C1C=CC(OP(OC2C=CC=CC=2)([N:36]=[N+]=[N-])=O)=CC=1.